From a dataset of Full USPTO retrosynthesis dataset with 1.9M reactions from patents (1976-2016). Predict the reactants needed to synthesize the given product. Given the product [F:1][C:2]1[CH:16]=[CH:15][CH:14]=[C:13]([F:17])[C:3]=1[CH2:4][O:5][C:6]1[C:7]2[N:8]([C:19]([C:20]([O:22][CH2:23][CH3:24])=[O:21])=[CH:25][N:12]=2)[CH:9]=[CH:10][CH:11]=1, predict the reactants needed to synthesize it. The reactants are: [F:1][C:2]1[CH:16]=[CH:15][CH:14]=[C:13]([F:17])[C:3]=1[CH2:4][O:5][C:6]1[C:7]([NH2:12])=[N:8][CH:9]=[CH:10][CH:11]=1.Cl[CH:19]([CH:25]=O)[C:20]([O:22][CH2:23][CH3:24])=[O:21].